Dataset: Reaction yield outcomes from USPTO patents with 853,638 reactions. Task: Predict the reaction yield, written as a fraction of the theoretical maximum amount of product (1.0 means a 100% yield; for example, 0.34 means a 34% yield). (1) The reactants are [Si]([O:8][CH:9]1[CH2:14][CH2:13][N:12]([C:15]2[CH:16]=[CH:17][C:18]([C:36]([F:39])([F:38])[F:37])=[C:19]([CH:35]=2)[C:20]([NH:22][C:23]2[C:32]([CH3:33])=[CH:31][C:26]([C:27]([O:29][CH3:30])=[O:28])=[CH:25][C:24]=2[CH3:34])=[O:21])[CH2:11][CH2:10]1)(C(C)(C)C)(C)C.[N+](CCCC)(CCCC)(CCCC)CCCC.[F-]. The catalyst is C1COCC1. The product is [OH:8][CH:9]1[CH2:10][CH2:11][N:12]([C:15]2[CH:16]=[CH:17][C:18]([C:36]([F:39])([F:37])[F:38])=[C:19]([CH:35]=2)[C:20]([NH:22][C:23]2[C:24]([CH3:34])=[CH:25][C:26]([C:27]([O:29][CH3:30])=[O:28])=[CH:31][C:32]=2[CH3:33])=[O:21])[CH2:13][CH2:14]1. The yield is 0.815. (2) The reactants are [C:1]([O:4][CH2:5][CH:6]([O:25][C:26](=[O:28])[CH3:27])[C:7](=[O:24])[NH:8][C:9]1[C:14]([I:15])=[C:13]([C:16](Cl)=[O:17])[C:12]([I:19])=[C:11]([C:20]([Cl:22])=[O:21])[C:10]=1[I:23])(=[O:3])[CH3:2].[CH3:29][C:30]1([CH3:40])[O:34][CH:33]([CH2:35][NH:36][CH2:37][CH2:38][OH:39])[CH2:32][O:31]1.C(N(CC)CC)C. The catalyst is CC(N(C)C)=O. The product is [C:1]([O:4][CH2:5][CH:6]([O:25][C:26](=[O:28])[CH3:27])[C:7](=[O:24])[NH:8][C:9]1[C:14]([I:15])=[C:13]([C:16](=[O:17])[N:36]([CH2:35][CH:33]2[CH2:32][O:31][C:30]([CH3:40])([CH3:29])[O:34]2)[CH2:37][CH2:38][OH:39])[C:12]([I:19])=[C:11]([C:20]([Cl:22])=[O:21])[C:10]=1[I:23])(=[O:3])[CH3:2]. The yield is 0.380.